This data is from Reaction yield outcomes from USPTO patents with 853,638 reactions. The task is: Predict the reaction yield, written as a fraction of the theoretical maximum amount of product (1.0 means a 100% yield; for example, 0.34 means a 34% yield). (1) The reactants are [N+:1]([C:4]1[CH:12]=[C:11]2[C:7]([CH:8]=[CH:9][NH:10]2)=[CH:6][CH:5]=1)([O-:3])=[O:2].ClS([N:17]=[C:18]=O)(=O)=O.C([O-])(O)=O.[Na+]. The catalyst is CN(C=O)C.CC#N. The product is [N+:1]([C:4]1[CH:12]=[C:11]2[C:7]([C:8]([C:18]#[N:17])=[CH:9][NH:10]2)=[CH:6][CH:5]=1)([O-:3])=[O:2]. The yield is 0.820. (2) The reactants are O.NN.[C:4]([O:8][C:9]([N:11]1[CH2:16][CH2:15][N:14]([C:17]([CH2:26][N:27]2C(=O)C3C(=CC=CC=3)C2=O)([C:22]([O:24][CH3:25])=[O:23])[C:18]([O:20][CH3:21])=[O:19])[CH2:13][CH2:12]1)=[O:10])([CH3:7])([CH3:6])[CH3:5]. The product is [NH2:27][CH2:26][C:17]([N:14]1[CH2:13][CH2:12][N:11]([C:9]([O:8][C:4]([CH3:7])([CH3:6])[CH3:5])=[O:10])[CH2:16][CH2:15]1)([C:18]([O:20][CH3:21])=[O:19])[C:22]([O:24][CH3:25])=[O:23]. The yield is 0.500. The catalyst is CO.